Dataset: Forward reaction prediction with 1.9M reactions from USPTO patents (1976-2016). Task: Predict the product of the given reaction. (1) Given the reactants [C:1]1([C:6]2[CH:7]=[C:8]([CH:14]=[CH:15][CH:16]=2)[C:9]([O:11][CH2:12][CH3:13])=[O:10])[CH2:5][CH2:4][CH2:3][CH:2]=1.ClC1C=CC=C(C(OO)=[O:25])C=1, predict the reaction product. The product is: [C:1]12([C:6]3[CH:7]=[C:8]([CH:14]=[CH:15][CH:16]=3)[C:9]([O:11][CH2:12][CH3:13])=[O:10])[O:25][CH:5]1[CH2:4][CH2:3][CH2:2]2. (2) Given the reactants [S:1]1[CH:5]=[C:4]([C:6]([OH:8])=O)[N:3]=[CH:2]1.[NH2:9][C@@H:10]([CH3:26])[CH2:11][N:12]1[CH:16]=[CH:15][C:14]([C:17]2[CH:24]=[CH:23][C:20]([C:21]#[N:22])=[C:19]([Cl:25])[CH:18]=2)=[N:13]1, predict the reaction product. The product is: [Cl:25][C:19]1[CH:18]=[C:17]([C:14]2[CH:15]=[CH:16][N:12]([CH2:11][C@@H:10]([NH:9][C:6]([C:4]3[N:3]=[CH:2][S:1][CH:5]=3)=[O:8])[CH3:26])[N:13]=2)[CH:24]=[CH:23][C:20]=1[C:21]#[N:22]. (3) Given the reactants [NH2:1][N:2]1[N:11]=[C:10]([C:12]2[CH:17]=[CH:16][C:15]([Cl:18])=[CH:14][CH:13]=2)[C:9]2[C:4](=[CH:5][CH:6]=[CH:7][CH:8]=2)[C:3]1=[O:19].[CH3:20][N:21]([CH3:32])[C:22]1[CH:27]=[CH:26][C:25]([CH2:28][C:29](O)=[O:30])=[CH:24][CH:23]=1, predict the reaction product. The product is: [Cl:18][C:15]1[CH:16]=[CH:17][C:12]([C:10]2[C:9]3[C:4](=[CH:5][CH:6]=[CH:7][CH:8]=3)[C:3](=[O:19])[N:2]([NH:1][C:29](=[O:30])[CH2:28][C:25]3[CH:26]=[CH:27][C:22]([N:21]([CH3:32])[CH3:20])=[CH:23][CH:24]=3)[N:11]=2)=[CH:13][CH:14]=1. (4) Given the reactants [Br:1][C:2]1[CH:3]=[CH:4][C:5]([NH2:12])=[C:6]([CH:11]=1)[C:7](OC)=[O:8].[NH2:13][C:14]1[CH:15]=[C:16]([CH:21]=[CH:22][C:23]=1[CH3:24])[C:17]([O:19][CH3:20])=[O:18].[CH2:25](OC(OCC)OCC)C.C(O)(=O)C, predict the reaction product. The product is: [Br:1][C:2]1[CH:11]=[C:6]2[C:5](=[CH:4][CH:3]=1)[N:12]=[CH:25][N:13]([C:14]1[CH:15]=[C:16]([CH:21]=[CH:22][C:23]=1[CH3:24])[C:17]([O:19][CH3:20])=[O:18])[C:7]2=[O:8]. (5) Given the reactants [Cl:1][C:2]1[CH:7]=[CH:6][C:5]([O:8][C:9]2[CH:14]=[CH:13][C:12]([CH2:15][NH:16][C:17]([NH2:19])=[NH:18])=[CH:11][CH:10]=2)=[CH:4][C:3]=1[C:20]([F:23])([F:22])[F:21].[OH:24]/[CH:25]=[C:26](/[CH2:31][C:32]1[CH:33]=[N:34][CH:35]=[N:36][CH:37]=1)\[C:27](OC)=O.[C:38]([O-:41])([O-])=[O:39].[Cs+].[Cs+], predict the reaction product. The product is: [F:21][C:20]([F:23])([F:22])[C:38]([OH:41])=[O:39].[Cl:1][C:2]1[CH:7]=[CH:6][C:5]([O:8][C:9]2[CH:14]=[CH:13][C:12]([CH2:15][NH:16][C:17]3[NH:19][CH:27]=[C:26]([CH2:31][C:32]4[CH:37]=[N:36][CH:35]=[N:34][CH:33]=4)[C:25](=[O:24])[N:18]=3)=[CH:11][CH:10]=2)=[CH:4][C:3]=1[C:20]([F:21])([F:22])[F:23].